This data is from Full USPTO retrosynthesis dataset with 1.9M reactions from patents (1976-2016). The task is: Predict the reactants needed to synthesize the given product. Given the product [Br:9][C:10]1[CH:17]=[CH:16][CH:15]=[C:12]([CH:13]([OH:14])[CH2:1][CH2:2][CH2:3][CH2:4][CH2:5][CH3:6])[CH:11]=1, predict the reactants needed to synthesize it. The reactants are: [CH2:1]([Mg]Br)[CH2:2][CH2:3][CH2:4][CH2:5][CH3:6].[Br:9][C:10]1[CH:11]=[C:12]([CH:15]=[CH:16][CH:17]=1)[CH:13]=[O:14].